Predict the reactants needed to synthesize the given product. From a dataset of Full USPTO retrosynthesis dataset with 1.9M reactions from patents (1976-2016). (1) Given the product [Cl:3][C:4]1[CH:5]=[CH:6][C:7]([C:10]2[N:11]=[C:12]3[CH:17]=[CH:16][C:15]([C:18]4[C:19]([F:27])=[C:20]([CH2:21][OH:22])[C:23]([F:26])=[CH:24][CH:25]=4)=[CH:14][N:13]3[CH:28]=2)=[CH:8][CH:9]=1, predict the reactants needed to synthesize it. The reactants are: [BH4-].[Na+].[Cl:3][C:4]1[CH:9]=[CH:8][C:7]([C:10]2[N:11]=[C:12]3[CH:17]=[CH:16][C:15]([C:18]4[C:19]([F:27])=[C:20]([C:23]([F:26])=[CH:24][CH:25]=4)[CH:21]=[O:22])=[CH:14][N:13]3[CH:28]=2)=[CH:6][CH:5]=1. (2) Given the product [F:1][C:2]([F:26])([F:25])[CH2:3][NH:4][C:5]([C:7]1([CH2:20][CH2:21][CH2:22][CH2:23][N:41]2[C@H:42]([CH3:44])[CH2:43][N:38]([C:32]3[CH:31]=[CH:30][C:29]4[C:34](=[CH:35][CH:36]=[CH:37][C:28]=4[Cl:27])[N:33]=3)[CH2:39][C@@H:40]2[CH3:45])[C:19]2[CH:18]=[CH:17][CH:16]=[CH:15][C:14]=2[C:13]2[C:8]1=[CH:9][CH:10]=[CH:11][CH:12]=2)=[O:6], predict the reactants needed to synthesize it. The reactants are: [F:1][C:2]([F:26])([F:25])[CH2:3][NH:4][C:5]([C:7]1([CH2:20][CH2:21][CH2:22][CH2:23]Br)[C:19]2[CH:18]=[CH:17][CH:16]=[CH:15][C:14]=2[C:13]2[C:8]1=[CH:9][CH:10]=[CH:11][CH:12]=2)=[O:6].[Cl:27][C:28]1[CH:37]=[CH:36][CH:35]=[C:34]2[C:29]=1[CH:30]=[CH:31][C:32]([N:38]1[CH2:43][C@H:42]([CH3:44])[NH:41][C@H:40]([CH3:45])[CH2:39]1)=[N:33]2. (3) Given the product [I:19][CH2:2][CH2:3][CH2:4][CH2:5][CH2:6][CH2:7][CH2:8][CH2:9][O:10][C:11]1[CH:16]=[CH:15][CH:14]=[C:13]([O:17][CH3:18])[CH:12]=1, predict the reactants needed to synthesize it. The reactants are: Br[CH2:2][CH2:3][CH2:4][CH2:5][CH2:6][CH2:7][CH2:8][CH2:9][O:10][C:11]1[CH:16]=[CH:15][CH:14]=[C:13]([O:17][CH3:18])[CH:12]=1.[I-:19].[Na+].C(OCCCCCCCCCCN)CCCCC. (4) Given the product [C:1]([NH:18][C@@H:19]([C:24]([F:35])=[O:26])[CH2:20][CH2:21][S:22][CH3:23])([O:3][CH2:4][CH:5]1[C:17]2[C:12](=[CH:13][CH:14]=[CH:15][CH:16]=2)[C:11]2[C:6]1=[CH:7][CH:8]=[CH:9][CH:10]=2)=[O:2], predict the reactants needed to synthesize it. The reactants are: [C:1]([NH:18][C@@H:19]([C:24]([OH:26])=O)[CH2:20][CH2:21][S:22][CH3:23])([O:3][CH2:4][CH:5]1[C:17]2[C:12](=[CH:13][CH:14]=[CH:15][CH:16]=2)[C:11]2[C:6]1=[CH:7][CH:8]=[CH:9][CH:10]=2)=[O:2].N1C=CC=CC=1.N1C(F)=NC(F)=NC=1[F:35]. (5) Given the product [N:16]1[C:8]([C:7]2[C:2]([NH:23][C:24]3[C:25]([F:39])=[C:26]([NH:31][S:32]([CH2:35][CH2:36][CH2:37][F:38])(=[O:33])=[O:34])[CH:27]=[CH:28][C:29]=3[Cl:30])=[N:3][CH:4]=[CH:5][CH:6]=2)=[C:9]2[C:13]([NH:12][CH:11]=[N:10]2)=[N:14][CH:15]=1, predict the reactants needed to synthesize it. The reactants are: F[C:2]1[C:7]([C:8]2[N:16]=[CH:15][N:14]=[C:13]3[C:9]=2[N:10]=[CH:11][N:12]3C2CCCCO2)=[CH:6][CH:5]=[CH:4][N:3]=1.[NH2:23][C:24]1[C:25]([F:39])=[C:26]([NH:31][S:32]([CH2:35][CH2:36][CH2:37][F:38])(=[O:34])=[O:33])[CH:27]=[CH:28][C:29]=1[Cl:30].C[Si]([N-][Si](C)(C)C)(C)C.[Na+]. (6) Given the product [Cl:17][C:18]1[C:19]([N:24]2[C:28]([C:8]3[O:7][C:5](=[O:6])[C:4]4[CH:11]=[C:12]([N+:14]([O-:16])=[O:15])[CH:13]=[C:2]([CH3:1])[C:3]=4[N:9]=3)=[CH:27][C:26]([C:32]([F:35])([F:33])[F:34])=[N:25]2)=[N:20][CH:21]=[CH:22][CH:23]=1, predict the reactants needed to synthesize it. The reactants are: [CH3:1][C:2]1[CH:13]=[C:12]([N+:14]([O-:16])=[O:15])[CH:11]=[C:4]2[C:5]([O:7][C:8](=O)[NH:9][C:3]=12)=[O:6].[Cl:17][C:18]1[C:19]([N:24]2[C:28](C(Cl)=O)=[CH:27][C:26]([C:32]([F:35])([F:34])[F:33])=[N:25]2)=[N:20][CH:21]=[CH:22][CH:23]=1. (7) Given the product [I:8][C:7]1[CH:6]=[CH:5][N:4]=[C:3]2[C:9]([NH2:10])=[N:12][NH:13][C:2]=12, predict the reactants needed to synthesize it. The reactants are: F[C:2]1[C:3]([C:9]#[N:10])=[N:4][CH:5]=[CH:6][C:7]=1[I:8].O.[NH2:12][NH2:13]. (8) The reactants are: [NH2:1][CH2:2][C@@H:3]1[C@H:8]([CH3:9])[CH2:7][CH2:6][CH2:5][N:4]1[C:10]([C:12]1[CH:17]=[CH:16][CH:15]=[C:14]([CH3:18])[C:13]=1[N:19]1[N:23]=[CH:22][CH:21]=[N:20]1)=[O:11].F[C:25]1[CH:30]=[CH:29][C:28]([C:31]([F:34])([F:33])[F:32])=[CH:27][N:26]=1. Given the product [CH3:9][C@@H:8]1[CH2:7][CH2:6][CH2:5][N:4]([C:10]([C:12]2[CH:17]=[CH:16][CH:15]=[C:14]([CH3:18])[C:13]=2[N:19]2[N:23]=[CH:22][CH:21]=[N:20]2)=[O:11])[C@@H:3]1[CH2:2][NH:1][C:25]1[CH:30]=[CH:29][C:28]([C:31]([F:34])([F:33])[F:32])=[CH:27][N:26]=1, predict the reactants needed to synthesize it. (9) Given the product [C:25]([O:24][C:22]([C:2]1[CH:3]=[C:4]([CH:10]=[CH:11][C:12]=1[NH:13][CH:14]1[CH2:21][CH2:20][CH2:19][CH2:18][CH2:17][CH2:16][CH2:15]1)[C:5]([O:7][CH2:8][CH3:9])=[O:6])=[O:23])([CH3:28])([CH3:27])[CH3:26], predict the reactants needed to synthesize it. The reactants are: N[C:2]1[CH:3]=[C:4]([CH:10]=[CH:11][C:12]=1[NH:13][CH:14]1[CH2:21][CH2:20][CH2:19][CH2:18][CH2:17][CH2:16][CH2:15]1)[C:5]([O:7][CH2:8][CH3:9])=[O:6].[C:22](O[C:22]([O:24][C:25]([CH3:28])([CH3:27])[CH3:26])=[O:23])([O:24][C:25]([CH3:28])([CH3:27])[CH3:26])=[O:23]. (10) Given the product [CH2:7]([N:14]1[CH2:19][CH2:18][CH2:17][C@@H:16]([NH:20][C:21]2[N:22]=[CH:23][C:24]([CH2:25][OH:26])=[CH:30][CH:31]=2)[CH2:15]1)[C:8]1[CH:9]=[CH:10][CH:11]=[CH:12][CH:13]=1, predict the reactants needed to synthesize it. The reactants are: [H-].[Al+3].[Li+].[H-].[H-].[H-].[CH2:7]([N:14]1[CH2:19][CH2:18][CH2:17][C@@H:16]([NH:20][C:21]2[CH:31]=[CH:30][C:24]([C:25](OCC)=[O:26])=[CH:23][N:22]=2)[CH2:15]1)[C:8]1[CH:13]=[CH:12][CH:11]=[CH:10][CH:9]=1.CO.O.